This data is from Forward reaction prediction with 1.9M reactions from USPTO patents (1976-2016). The task is: Predict the product of the given reaction. (1) Given the reactants [N+:1]([C:4]1[CH:5]=[CH:6][C:7]2[O:12][C@:11]([CH3:18])([CH:13]([O:16][CH3:17])[O:14][CH3:15])[C@@H:10]3[O:19][C@@H:9]3[C:8]=2[CH:20]=1)([O-:3])=[O:2].[CH3:21][C:22]1[CH:27]=[C:26]([Cl:28])[CH:25]=[CH:24][C:23]=1[NH:29][CH2:30][C:31]1[N:32]=[N:33][N:34]([CH3:36])[N:35]=1, predict the reaction product. The product is: [N+:1]([C:4]1[CH:5]=[CH:6][C:7]2[O:12][C@:11]([CH3:18])([CH:13]([O:16][CH3:17])[O:14][CH3:15])[C@H:10]([OH:19])[C@@H:9]([N:29]([C:23]3[CH:24]=[CH:25][C:26]([Cl:28])=[CH:27][C:22]=3[CH3:21])[CH2:30][C:31]3[N:32]=[N:33][N:34]([CH3:36])[N:35]=3)[C:8]=2[CH:20]=1)([O-:3])=[O:2]. (2) Given the reactants [Cl:1][C:2]1[CH:21]=[CH:20][C:5]([C:6](Cl)([C:13]2[CH:18]=[CH:17][CH:16]=[CH:15][CH:14]=2)[C:7]2[CH:12]=[CH:11][CH:10]=[CH:9][CH:8]=2)=[CH:4][CH:3]=1.[Cu](C#N)[C:23]#[N:24], predict the reaction product. The product is: [Cl:1][C:2]1[CH:21]=[CH:20][C:5]([C:6]([C:13]2[CH:18]=[CH:17][CH:16]=[CH:15][CH:14]=2)([C:7]2[CH:12]=[CH:11][CH:10]=[CH:9][CH:8]=2)[C:23]#[N:24])=[CH:4][CH:3]=1. (3) Given the reactants [C:1]([N:5]=[CH:6][CH2:7][CH2:8][CH2:9][CH2:10][CH3:11])([CH3:4])([CH3:3])[CH3:2].[Cl:12][C:13]1[CH:14]=[CH:15][C:16]([O:24][CH3:25])=[C:17]([CH:23]=1)[C:18]([N:20]=[C:21]=[S:22])=[O:19].II.CO, predict the reaction product. The product is: [CH2:8]([C:7]1=[CH:6][N:5]([C:1]([CH3:2])([CH3:3])[CH3:4])[S:22]/[C:21]/1=[N:20]\[C:18](=[O:19])[C:17]1[CH:23]=[C:13]([Cl:12])[CH:14]=[CH:15][C:16]=1[O:24][CH3:25])[CH2:9][CH2:10][CH3:11]. (4) Given the reactants [CH2:1]([C:3]1[S:4][CH:5]=[C:6]([CH2:8]P(=O)(OCC)OCC)[N:7]=1)[CH3:2].[H-].[Na+].[CH3:19][O:20][CH2:21][O:22][C:23]1[C:27]([CH:28]=O)=[CH:26][N:25]([C:30]2[CH:35]=[CH:34][CH:33]=[CH:32][CH:31]=2)[N:24]=1.O, predict the reaction product. The product is: [CH2:1]([C:3]1[S:4][CH:5]=[C:6](/[CH:8]=[CH:28]/[C:27]2[C:23]([O:22][CH2:21][O:20][CH3:19])=[N:24][N:25]([C:30]3[CH:35]=[CH:34][CH:33]=[CH:32][CH:31]=3)[CH:26]=2)[N:7]=1)[CH3:2].